From a dataset of NCI-60 drug combinations with 297,098 pairs across 59 cell lines. Regression. Given two drug SMILES strings and cell line genomic features, predict the synergy score measuring deviation from expected non-interaction effect. (1) Drug 1: C1CC(=O)NC(=O)C1N2CC3=C(C2=O)C=CC=C3N. Drug 2: CCC1(CC2CC(C3=C(CCN(C2)C1)C4=CC=CC=C4N3)(C5=C(C=C6C(=C5)C78CCN9C7C(C=CC9)(C(C(C8N6C)(C(=O)OC)O)OC(=O)C)CC)OC)C(=O)OC)O.OS(=O)(=O)O. Cell line: PC-3. Synergy scores: CSS=32.9, Synergy_ZIP=-5.71, Synergy_Bliss=-1.77, Synergy_Loewe=-0.513, Synergy_HSA=-0.504. (2) Drug 1: CN1C(=O)N2C=NC(=C2N=N1)C(=O)N. Drug 2: C1CN(P(=O)(OC1)NCCCl)CCCl. Cell line: HCT116. Synergy scores: CSS=2.26, Synergy_ZIP=-2.41, Synergy_Bliss=-1.82, Synergy_Loewe=-0.772, Synergy_HSA=-0.482.